From a dataset of Forward reaction prediction with 1.9M reactions from USPTO patents (1976-2016). Predict the product of the given reaction. Given the reactants [CH3:1][C:2]1[CH:3]=[C:4]([OH:27])[CH:5]=[CH:6][C:7]=1[C:8]1[N:12]([C:13]2[CH:18]=[CH:17][C:16]([S:19]([CH3:22])(=[O:21])=[O:20])=[CH:15][CH:14]=2)[N:11]=[C:10]([C:23]([F:26])([F:25])[F:24])[CH:9]=1.C(N(CC)CC)C.[F:35][C:36]([F:49])([F:48])[S:37](O[S:37]([C:36]([F:49])([F:48])[F:35])(=[O:39])=[O:38])(=[O:39])=[O:38].O, predict the reaction product. The product is: [F:35][C:36]([F:49])([F:48])[S:37]([O:27][C:4]1[CH:5]=[CH:6][C:7]([C:8]2[N:12]([C:13]3[CH:18]=[CH:17][C:16]([S:19]([CH3:22])(=[O:21])=[O:20])=[CH:15][CH:14]=3)[N:11]=[C:10]([C:23]([F:24])([F:25])[F:26])[CH:9]=2)=[C:2]([CH3:1])[CH:3]=1)(=[O:39])=[O:38].